From a dataset of Forward reaction prediction with 1.9M reactions from USPTO patents (1976-2016). Predict the product of the given reaction. (1) Given the reactants [Cl:1][C:2]1[CH:3]=[CH:4][C:5]([N:28]2[CH:32]=[N:31][N:30]=[N:29]2)=[C:6]([CH:27]=1)[CH2:7][NH:8][C:9]([C@H:11]1[N:15]([C:16](=[O:26])[C@@H:17]([C:19]2[CH:24]=[CH:23][C:22]([F:25])=[CH:21][CH:20]=2)[OH:18])[N:14]=[CH:13][CH2:12]1)=[O:10].[C:33](O[C:33](=[O:36])[CH2:34][CH3:35])(=[O:36])[CH2:34][CH3:35], predict the reaction product. The product is: [C:33]([O:18][C@H:17]([C:19]1[CH:20]=[CH:21][C:22]([F:25])=[CH:23][CH:24]=1)[C:16]([N:15]1[C@H:11]([C:9](=[O:10])[NH:8][CH2:7][C:6]2[CH:27]=[C:2]([Cl:1])[CH:3]=[CH:4][C:5]=2[N:28]2[CH:32]=[N:31][N:30]=[N:29]2)[CH2:12][CH:13]=[N:14]1)=[O:26])(=[O:36])[CH2:34][CH3:35]. (2) The product is: [NH2:1][CH2:2][C:3]1([CH2:22][C:23]([OH:25])=[O:24])[CH2:4][C@@H:5]([C:15]([O:17][C:18]([CH3:21])([CH3:20])[CH3:19])=[O:16])[N:6]([C:8]([O:10][C:11]([CH3:13])([CH3:12])[CH3:14])=[O:9])[CH2:7]1. Given the reactants [NH2:1][CH2:2][C:3]1([CH2:22][C:23]([O:25]CC)=[O:24])[CH2:7][N:6]([C:8]([O:10][C:11]([CH3:14])([CH3:13])[CH3:12])=[O:9])[C@H:5]([C:15]([O:17][C:18]([CH3:21])([CH3:20])[CH3:19])=[O:16])[CH2:4]1.[OH-].[Li+].O, predict the reaction product. (3) The product is: [Br:1][C:2]1[CH:3]=[N:4][N:5]([CH3:25])[C:6]=1[C:7]1[CH:8]=[C:9]([NH:24][C:30](=[O:31])[C:29]2[CH:33]=[CH:34][CH:35]=[C:27]([F:26])[CH:28]=2)[CH:10]=[CH:11][C:12]=1[O:13][CH2:14][CH2:15][N:16]1[CH2:17][CH2:18][CH:19]([O:22][CH3:23])[CH2:20][CH2:21]1. Given the reactants [Br:1][C:2]1[CH:3]=[N:4][N:5]([CH3:25])[C:6]=1[C:7]1[CH:8]=[C:9]([NH2:24])[CH:10]=[CH:11][C:12]=1[O:13][CH2:14][CH2:15][N:16]1[CH2:21][CH2:20][CH:19]([O:22][CH3:23])[CH2:18][CH2:17]1.[F:26][C:27]1[CH:28]=[C:29]([CH:33]=[CH:34][CH:35]=1)[C:30](Cl)=[O:31].C(N(CC)CC)C, predict the reaction product. (4) Given the reactants Br[C:2]1[CH:7]=[C:6]([N+:8]([O-:10])=[O:9])[CH:5]=[CH:4][C:3]=1[N:11]1[CH2:16][CH2:15][N:14]([CH3:17])[CH2:13][CH2:12]1.[CH2:18]([Sn](CCCC)(CCCC)C(C)=C)[CH2:19][CH2:20]C, predict the reaction product. The product is: [CH3:17][N:14]1[CH2:15][CH2:16][N:11]([C:3]2[CH:4]=[CH:5][C:6]([N+:8]([O-:10])=[O:9])=[CH:7][C:2]=2[C:19]([CH3:20])=[CH2:18])[CH2:12][CH2:13]1. (5) Given the reactants [CH3:1][C:2]1[CH:10]=[CH:9][C:5]([C:6]([OH:8])=[O:7])=[C:4]([C:11]2[CH:16]=[CH:15][CH:14]=[CH:13][CH:12]=2)[CH:3]=1.[Br:17]N1C(=O)CCC1=O.C(OCC)(=O)C, predict the reaction product. The product is: [Br:17][CH2:1][C:2]1[CH:10]=[CH:9][C:5]([C:6]([OH:8])=[O:7])=[C:4]([C:11]2[CH:16]=[CH:15][CH:14]=[CH:13][CH:12]=2)[CH:3]=1. (6) Given the reactants C(OC(N1[CH2:12][CH2:11][CH:10]([NH:13][C:14]([C:16]2[S:17][CH:18]=[CH:19][C:20]=2[NH:21][C:22]2[CH:27]=[CH:26][N:25]=[C:24]3[NH:28][CH:29]=[CH:30][C:23]=23)=[O:15])C1)=O)(C)(C)C.[C:31]1(CCN)[CH2:36][CH2:35]C[CH2:33][CH:32]=1, predict the reaction product. The product is: [C:12]1([CH2:11][CH2:10][NH:13][C:14]([C:16]2[S:17][CH:18]=[CH:19][C:20]=2[NH:21][C:22]2[CH:27]=[CH:26][N:25]=[C:24]3[NH:28][CH:29]=[CH:30][C:23]=23)=[O:15])[CH2:35][CH2:36][CH2:31][CH2:32][CH:33]=1. (7) The product is: [CH3:7][O:8][C:9]1[C:10]2[C:21]([C:22]3[CH:23]=[CH:24][CH:25]=[CH:26][CH:27]=3)=[C:20]([C:28]3[CH:33]=[CH:32][C:31]([C:34]4([NH:38][C:39](=[O:45])[O:40][C:41]([CH3:43])([CH3:42])[CH3:44])[CH2:35][CH2:36][CH2:37]4)=[CH:30][CH:29]=3)[O:19][C:11]=2[N:12]=[C:13]([N:1]2[CH2:6][CH2:5][CH2:4][CH2:3][CH2:2]2)[N:14]=1. Given the reactants [NH:1]1[CH2:6][CH2:5][CH2:4][CH2:3][CH2:2]1.[CH3:7][O:8][C:9]1[C:10]2[C:21]([C:22]3[CH:27]=[CH:26][CH:25]=[CH:24][CH:23]=3)=[C:20]([C:28]3[CH:33]=[CH:32][C:31]([C:34]4([NH:38][C:39](=[O:45])[O:40][C:41]([CH3:44])([CH3:43])[CH3:42])[CH2:37][CH2:36][CH2:35]4)=[CH:30][CH:29]=3)[O:19][C:11]=2[N:12]=[C:13](S(C)(=O)=O)[N:14]=1, predict the reaction product. (8) Given the reactants [CH3:1][C:2]1[CH:7]=[C:6]([CH3:8])[N:5]=[C:4]([N:9]2[CH2:15][CH2:14][CH2:13][N:12]([C:16]3[CH:21]=[CH:20][C:19]([NH2:22])=[CH:18][CH:17]=3)[CH2:11][CH2:10]2)[CH:3]=1.[O:23]=[C:24]([C:28]1[N:36]2[C:31]([CH2:32][CH2:33][CH2:34][CH2:35]2)=[CH:30][C:29]=1[C:37]1[CH:42]=[CH:41][CH:40]=[CH:39][CH:38]=1)[C:25](Cl)=[O:26].C(N(CC)CC)C, predict the reaction product. The product is: [CH3:1][C:2]1[CH:7]=[C:6]([CH3:8])[N:5]=[C:4]([N:9]2[CH2:15][CH2:14][CH2:13][N:12]([C:16]3[CH:17]=[CH:18][C:19]([NH:22][C:25](=[O:26])[C:24](=[O:23])[C:28]4[N:36]5[C:31]([CH2:32][CH2:33][CH2:34][CH2:35]5)=[CH:30][C:29]=4[C:37]4[CH:38]=[CH:39][CH:40]=[CH:41][CH:42]=4)=[CH:20][CH:21]=3)[CH2:11][CH2:10]2)[CH:3]=1. (9) Given the reactants O[C@@H:2]1[CH2:8][CH2:7][CH2:6][N:5]([C:9]([O:11][C:12]([CH3:15])([CH3:14])[CH3:13])=[O:10])[C:4]2[CH:16]=[C:17]([C:21]([F:24])([F:23])[F:22])[C:18]([CH3:20])=[CH:19][C:3]1=2.C1(P([N:39]=[N+:40]=[N-:41])(C2C=CC=CC=2)=O)C=CC=CC=1.C1CCN2C(=NCCC2)CC1, predict the reaction product. The product is: [N:39]([C@H:2]1[CH2:8][CH2:7][CH2:6][N:5]([C:9]([O:11][C:12]([CH3:15])([CH3:14])[CH3:13])=[O:10])[C:4]2[CH:16]=[C:17]([C:21]([F:24])([F:23])[F:22])[C:18]([CH3:20])=[CH:19][C:3]1=2)=[N+:40]=[N-:41].